Dataset: NCI-60 drug combinations with 297,098 pairs across 59 cell lines. Task: Regression. Given two drug SMILES strings and cell line genomic features, predict the synergy score measuring deviation from expected non-interaction effect. (1) Drug 1: C1CC(=O)NC(=O)C1N2CC3=C(C2=O)C=CC=C3N. Drug 2: C1=CC=C(C=C1)NC(=O)CCCCCCC(=O)NO. Cell line: K-562. Synergy scores: CSS=14.9, Synergy_ZIP=-2.17, Synergy_Bliss=-0.541, Synergy_Loewe=-14.2, Synergy_HSA=0.407. (2) Drug 1: CS(=O)(=O)OCCCCOS(=O)(=O)C. Drug 2: C1CNP(=O)(OC1)N(CCCl)CCCl. Synergy scores: CSS=34.2, Synergy_ZIP=-0.984, Synergy_Bliss=2.13, Synergy_Loewe=-14.6, Synergy_HSA=1.02. Cell line: MOLT-4. (3) Drug 1: C1C(C(OC1N2C=C(C(=O)NC2=O)F)CO)O. Drug 2: C(CC(=O)O)C(=O)CN.Cl. Cell line: RPMI-8226. Synergy scores: CSS=34.6, Synergy_ZIP=-2.69, Synergy_Bliss=-0.655, Synergy_Loewe=-2.81, Synergy_HSA=3.60. (4) Drug 1: CS(=O)(=O)C1=CC(=C(C=C1)C(=O)NC2=CC(=C(C=C2)Cl)C3=CC=CC=N3)Cl. Drug 2: C#CCC(CC1=CN=C2C(=N1)C(=NC(=N2)N)N)C3=CC=C(C=C3)C(=O)NC(CCC(=O)O)C(=O)O. Cell line: UO-31. Synergy scores: CSS=37.6, Synergy_ZIP=-0.622, Synergy_Bliss=3.20, Synergy_Loewe=3.47, Synergy_HSA=2.98.